This data is from Reaction yield outcomes from USPTO patents with 853,638 reactions. The task is: Predict the reaction yield, written as a fraction of the theoretical maximum amount of product (1.0 means a 100% yield; for example, 0.34 means a 34% yield). (1) The reactants are [CH3:1][O:2][N:3]1[CH2:8][CH:7]=[C:6]([C:9]2[CH:14]=[CH:13][C:12]([NH2:15])=[CH:11][CH:10]=2)[CH2:5][CH2:4]1. The catalyst is CO.[Pd]. The product is [CH3:1][O:2][N:3]1[CH2:8][CH2:7][CH:6]([C:9]2[CH:10]=[CH:11][C:12]([NH2:15])=[CH:13][CH:14]=2)[CH2:5][CH2:4]1. The yield is 0.920. (2) The reactants are [CH3:1][O:2][C:3]1[CH:8]=[C:7]([CH3:9])[N:6]=[C:5]([N:10]2[CH2:14][CH2:13][C:12]3([CH2:19][CH2:18][CH2:17][N:16]([CH2:20][C:21]4[C:29]5[C:24](=[CH:25][CH:26]=[CH:27][CH:28]=5)[N:23](S(C5C=CC(C)=CC=5)(=O)=O)[CH:22]=4)[C:15]3=[O:40])[CH2:11]2)[N:4]=1.C(=O)([O-])[O-].[Cs+].[Cs+].CCOC(C)=O. The catalyst is CO. The product is [NH:23]1[C:24]2[C:29](=[CH:28][CH:27]=[CH:26][CH:25]=2)[C:21]([CH2:20][N:16]2[CH2:17][CH2:18][CH2:19][C:12]3([CH2:11][N:10]([C:5]4[N:4]=[C:3]([O:2][CH3:1])[CH:8]=[C:7]([CH3:9])[N:6]=4)[CH2:14][CH2:13]3)[C:15]2=[O:40])=[CH:22]1. The yield is 0.200.